Dataset: Forward reaction prediction with 1.9M reactions from USPTO patents (1976-2016). Task: Predict the product of the given reaction. (1) Given the reactants C(N(CC)CC)C.Cl.[NH2:9][CH:10]1[CH2:15][CH:14]([C:16]2[CH:21]=[CH:20][C:19]([C:22]([F:25])([F:24])[F:23])=[CH:18][CH:17]=2)[CH2:13][N:12]([C:26]([N:28]2[CH2:33][CH2:32][O:31][CH2:30][CH2:29]2)=[O:27])[CH2:11]1.[C:34](Cl)(=[O:39])[C:35]([CH3:38])([CH3:37])[CH3:36], predict the reaction product. The product is: [CH3:36][C:35]([CH3:38])([CH3:37])[C:34]([NH:9][CH:10]1[CH2:15][CH:14]([C:16]2[CH:21]=[CH:20][C:19]([C:22]([F:24])([F:25])[F:23])=[CH:18][CH:17]=2)[CH2:13][N:12]([C:26]([N:28]2[CH2:29][CH2:30][O:31][CH2:32][CH2:33]2)=[O:27])[CH2:11]1)=[O:39]. (2) Given the reactants [CH3:1][O:2][C:3]1[CH:4]=[C:5]2[C:10](=[CH:11][C:12]=1[O:13][CH3:14])[N:9]=[CH:8][CH:7]=[C:6]2[O:15][C:16]1[CH:17]=[C:18]2[C:22](=[CH:23][CH:24]=1)[NH:21][CH:20]=[CH:19]2.[H-].[Na+].[CH3:27]I.O, predict the reaction product. The product is: [CH3:1][O:2][C:3]1[CH:4]=[C:5]2[C:10](=[CH:11][C:12]=1[O:13][CH3:14])[N:9]=[CH:8][CH:7]=[C:6]2[O:15][C:16]1[CH:17]=[C:18]2[C:22](=[CH:23][CH:24]=1)[N:21]([CH3:27])[CH:20]=[CH:19]2. (3) Given the reactants [CH2:1]([O:8][C:9]1[CH:14]=[CH:13][C:12](Cl)=[C:11]([N+:16]([O-])=O)[CH:10]=1)[C:2]1[CH:7]=[CH:6][CH:5]=[CH:4][CH:3]=1.[C:19]1([CH:26]=[CH:25][C:23]([OH:24])=[CH:22][CH:21]=1)[OH:20], predict the reaction product. The product is: [NH2:16][C:11]1[CH:10]=[C:9]([O:8][CH2:1][C:2]2[CH:7]=[CH:6][CH:5]=[CH:4][CH:3]=2)[CH:14]=[CH:13][C:12]=1[O:20][C:19]1[CH:26]=[CH:25][C:23]([OH:24])=[CH:22][CH:21]=1. (4) Given the reactants C(O)(=O)C.C(O)C.[OH:8][C:9]1[C:14]([N+:15]([O-])=O)=[CH:13][C:12]([S:18]([C:20]([F:23])([F:22])[F:21])=[O:19])=[CH:11][N:10]=1, predict the reaction product. The product is: [NH2:15][C:14]1[C:9]([OH:8])=[N:10][CH:11]=[C:12]([S:18]([C:20]([F:23])([F:22])[F:21])=[O:19])[CH:13]=1. (5) Given the reactants [N+:1]([C:4]1[CH:20]=[CH:19][C:7]2[S:8][CH2:9][CH2:10][N:11]([CH2:12][CH2:13][N:14]3[CH2:18][CH2:17][CH2:16][CH2:15]3)[C:6]=2[CH:5]=1)([O-])=O.I.[S:22]1[CH:26]=[CH:25][CH:24]=[C:23]1[C:27](SC)=[NH:28], predict the reaction product. The product is: [N:14]1([CH2:13][CH2:12][N:11]2[CH2:10][CH2:9][S:8][C:7]3[CH:19]=[CH:20][C:4]([NH:1][C:27]([C:23]4[S:22][CH:26]=[CH:25][CH:24]=4)=[NH:28])=[CH:5][C:6]2=3)[CH2:18][CH2:17][CH2:16][CH2:15]1. (6) Given the reactants [C:1]1([S:7]([N:10]2[C:14]3=[N:15][CH:16]=[C:17]([N+:20]([O-:22])=[O:21])[C:18](Cl)=[C:13]3[CH:12]=[CH:11]2)(=[O:9])=[O:8])[CH:6]=[CH:5][CH:4]=[CH:3][CH:2]=1.C(N(C(C)C)CC)(C)C.[CH2:32]([O:39][C:40]([N:42]1[CH2:47][CH2:46][CH2:45][C:44]([NH2:49])([CH3:48])[CH2:43]1)=[O:41])[C:33]1[CH:38]=[CH:37][CH:36]=[CH:35][CH:34]=1, predict the reaction product. The product is: [CH2:32]([O:39][C:40]([N:42]1[CH2:47][CH2:46][CH2:45][C:44]([NH:49][C:18]2[C:17]([N+:20]([O-:22])=[O:21])=[CH:16][N:15]=[C:14]3[N:10]([S:7]([C:1]4[CH:6]=[CH:5][CH:4]=[CH:3][CH:2]=4)(=[O:9])=[O:8])[CH:11]=[CH:12][C:13]=23)([CH3:48])[CH2:43]1)=[O:41])[C:33]1[CH:38]=[CH:37][CH:36]=[CH:35][CH:34]=1.